Dataset: Reaction yield outcomes from USPTO patents with 853,638 reactions. Task: Predict the reaction yield, written as a fraction of the theoretical maximum amount of product (1.0 means a 100% yield; for example, 0.34 means a 34% yield). The product is [CH3:27][O:26][C:22]1[CH:21]=[C:18]([CH:11]=[CH:10][C:7]2[CH:6]=[CH:5][C:4]([N+:1]([O-:3])=[O:2])=[CH:9][CH:8]=2)[CH:17]=[C:16]([O:15][CH3:14])[C:23]=1[O:24][CH3:25]. No catalyst specified. The reactants are [N+:1]([C:4]1[CH:9]=[CH:8][C:7]([CH2:10][C:11](O)=O)=[CH:6][CH:5]=1)([O-:3])=[O:2].[CH3:14][O:15][C:16]1[CH:17]=[C:18]([CH:21]=[C:22]([O:26][CH3:27])[C:23]=1[O:24][CH3:25])C=O.N1CCCCC1. The yield is 0.410.